The task is: Predict the product of the given reaction.. This data is from Forward reaction prediction with 1.9M reactions from USPTO patents (1976-2016). (1) Given the reactants C(N(CC)CC)C.[CH:8]([C:10]1[C:18]2[C:13](=[CH:14][CH:15]=[CH:16][CH:17]=2)[N:12](C(OC(C)(C)C)=O)[CH:11]=1)=[O:9].[CH:26](=[N:33][C:34]1[CH:38]=[C:37]([CH3:39])[O:36][N:35]=1)[C:27]1[CH:32]=[CH:31][CH:30]=[CH:29][CH:28]=1, predict the reaction product. The product is: [NH:12]1[C:13]2[C:18](=[CH:17][CH:16]=[CH:15][CH:14]=2)[C:10]([C:8](=[O:9])[CH:26]([NH:33][C:34]2[CH:38]=[C:37]([CH3:39])[O:36][N:35]=2)[C:27]2[CH:28]=[CH:29][CH:30]=[CH:31][CH:32]=2)=[CH:11]1. (2) The product is: [C:37]([CH:34]1[CH2:35][CH2:36][N:31]([C:15]([N:13]2[CH2:14][CH:9]([C:4]3[CH:5]=[CH:6][C:7]([CH3:8])=[C:2]([CH3:1])[CH:3]=3)[CH2:10][CH:11]([C:27]([O:29][CH3:30])=[O:28])[CH2:12]2)=[O:16])[CH2:32][CH2:33]1)#[N:38]. Given the reactants [CH3:1][C:2]1[CH:3]=[C:4]([CH:9]2[CH2:14][N:13]([C:15](OC3C=CC([N+]([O-])=O)=CC=3)=[O:16])[CH2:12][CH:11]([C:27]([O:29][CH3:30])=[O:28])[CH2:10]2)[CH:5]=[CH:6][C:7]=1[CH3:8].[NH:31]1[CH2:36][CH2:35][CH:34]([C:37]#[N:38])[CH2:33][CH2:32]1.C(=O)([O-])[O-].[K+].[K+], predict the reaction product.